Dataset: Full USPTO retrosynthesis dataset with 1.9M reactions from patents (1976-2016). Task: Predict the reactants needed to synthesize the given product. (1) The reactants are: Cl[C:2]1[CH:3]=[C:4]([CH:16]=[CH:17][N:18]=1)[C:5]([NH:7][CH2:8][CH2:9][CH2:10][N:11]([CH2:14][CH3:15])[CH2:12][CH3:13])=[O:6].[NH2:19][C:20]1[CH:21]=[C:22]([CH:32]=[CH:33][N:34]=1)[C:23]([NH:25][C:26]1[CH:31]=[CH:30][N:29]=[CH:28][CH:27]=1)=[O:24].CC(C1C=C(C(C)C)C(C2C=CC=CC=2P(C2CCCCC2)C2CCCCC2)=C(C(C)C)C=1)C.C([O-])([O-])=O.[K+].[K+]. Given the product [CH2:12]([N:11]([CH2:14][CH3:15])[CH2:10][CH2:9][CH2:8][NH:7][C:5](=[O:6])[C:4]1[CH:16]=[CH:17][N:18]=[C:2]([NH:19][C:20]2[CH:21]=[C:22]([C:23](=[O:24])[NH:25][C:26]3[CH:31]=[CH:30][N:29]=[CH:28][CH:27]=3)[CH:32]=[CH:33][N:34]=2)[CH:3]=1)[CH3:13], predict the reactants needed to synthesize it. (2) Given the product [CH2:1]([O:8][C:9]([NH:11][CH:12]([CH2:17][C:18]1[C:19]([CH2:28][NH:37][CH2:36][C:35]2[CH:38]=[CH:39][C:32]([O:31][CH3:30])=[CH:33][CH:34]=2)=[C:20]2[C:24](=[C:25]([Cl:27])[CH:26]=1)[NH:23][N:22]=[CH:21]2)[C:13]([O:15][CH3:16])=[O:14])=[O:10])[C:2]1[CH:7]=[CH:6][CH:5]=[CH:4][CH:3]=1, predict the reactants needed to synthesize it. The reactants are: [CH2:1]([O:8][C:9]([NH:11][CH:12]([CH2:17][C:18]1[C:19]([CH2:28]Cl)=[C:20]2[C:24](=[C:25]([Cl:27])[CH:26]=1)[NH:23][N:22]=[CH:21]2)[C:13]([O:15][CH3:16])=[O:14])=[O:10])[C:2]1[CH:7]=[CH:6][CH:5]=[CH:4][CH:3]=1.[CH3:30][O:31][C:32]1[CH:39]=[CH:38][C:35]([CH2:36][NH2:37])=[CH:34][CH:33]=1.C(=O)(O)[O-].[Na+]. (3) Given the product [Cl:35][C:32]1[CH:33]=[CH:34][C:29]([C:26]2[S:27][CH:28]=[C:24]([CH2:23][S:22][C:4]3[C:5]([C:20]#[N:21])=[C:6]([C:10]4[CH:11]=[CH:12][C:13]([O:16][CH2:17][CH2:18][OH:19])=[CH:14][CH:15]=4)[C:7]([C:8]#[N:9])=[C:2]([NH:38][CH2:36][CH3:37])[N:3]=3)[N:25]=2)=[CH:30][CH:31]=1, predict the reactants needed to synthesize it. The reactants are: Cl[C:2]1[C:7]([C:8]#[N:9])=[C:6]([C:10]2[CH:15]=[CH:14][C:13]([O:16][CH2:17][CH2:18][OH:19])=[CH:12][CH:11]=2)[C:5]([C:20]#[N:21])=[C:4]([S:22][CH2:23][C:24]2[N:25]=[C:26]([C:29]3[CH:34]=[CH:33][C:32]([Cl:35])=[CH:31][CH:30]=3)[S:27][CH:28]=2)[N:3]=1.[CH2:36]([NH2:38])[CH3:37].O. (4) Given the product [C:18]([O:17][C:15]([N:2]1[CH2:3][CH2:4][C:5]2[C:10](=[CH:9][C:8]([C:11]([OH:13])=[O:12])=[CH:7][CH:6]=2)[CH2:1]1)=[O:16])([CH3:21])([CH3:19])[CH3:20], predict the reactants needed to synthesize it. The reactants are: [CH2:1]1[C:10]2[C:5](=[CH:6][CH:7]=[C:8]([C:11]([O:13]C)=[O:12])[CH:9]=2)[CH2:4][CH2:3][N:2]1[C:15]([O:17][C:18]([CH3:21])([CH3:20])[CH3:19])=[O:16].[Li+].[OH-].O. (5) Given the product [NH:49]1[C:50]2[C:46](=[C:45]([C:2]3[N:3]=[C:4]([N:12]4[CH2:17][CH2:16][O:15][CH2:14][CH2:13]4)[C:5]4[O:10][C:9]([C:26]5[CH:25]=[CH:24][CH:23]=[C:22]([S:19]([CH3:18])(=[O:21])=[O:20])[CH:27]=5)=[CH:8][C:6]=4[N:7]=3)[CH:53]=[CH:52][CH:51]=2)[CH:47]=[N:48]1, predict the reactants needed to synthesize it. The reactants are: Cl[C:2]1[N:3]=[C:4]([N:12]2[CH2:17][CH2:16][O:15][CH2:14][CH2:13]2)[C:5]2[O:10][C:9](I)=[CH:8][C:6]=2[N:7]=1.[CH3:18][S:19]([C:22]1[CH:23]=[C:24](B(O)O)[CH:25]=[CH:26][CH:27]=1)(=[O:21])=[O:20].C([O-])([O-])=O.[Na+].[Na+].CC1(C)C(C)(C)OB([C:45]2[CH:53]=[CH:52][CH:51]=[C:50]3[C:46]=2[CH:47]=[N:48][NH:49]3)O1. (6) Given the product [C:59]([O:63][C:64]([N:66]1[CH2:70][CH:69]([C:71]2[CH:76]=[CH:75][CH:74]=[CH:73][CH:72]=2)[CH2:68][CH:67]1[C:40](=[O:41])[NH:39][CH2:38][C:37]([C:34]1[CH:35]=[CH:36][C:31]([C:26]2[CH:25]=[CH:24][C:23]3[C:28](=[CH:29][CH:30]=[C:21]([C:19]4[N:20]=[C:16]([CH:12]5[CH2:13][CH2:14][CH2:15][N:11]5[C:9](=[O:10])[CH:5]([NH:4][C:3]([O:2][CH3:1])=[O:48])[CH:6]([CH3:8])[CH3:7])[NH:17][CH:18]=4)[CH:22]=3)[CH:27]=2)=[CH:32][CH:33]=1)=[O:47])=[O:65])([CH3:61])([CH3:62])[CH3:60], predict the reactants needed to synthesize it. The reactants are: [CH3:1][O:2][C:3](=[O:48])[NH:4][CH:5]([C:9]([N:11]1[CH2:15][CH2:14][CH2:13][CH:12]1[C:16]1[NH:17][CH:18]=[C:19]([C:21]2[CH:30]=[CH:29][C:28]3[C:23](=[CH:24][CH:25]=[C:26]([C:31]4[CH:36]=[CH:35][C:34]([C:37](=[O:47])[CH2:38][NH:39][C:40](OC(C)(C)C)=[O:41])=[CH:33][CH:32]=4)[CH:27]=3)[CH:22]=2)[N:20]=1)=[O:10])[CH:6]([CH3:8])[CH3:7].Cl.CCN(C(C)C)C(C)C.[C:59]([O:63][C:64]([N:66]1[CH2:70][CH:69]([C:71]2[CH:76]=[CH:75][CH:74]=[CH:73][CH:72]=2)[CH2:68][CH:67]1C(O)=O)=[O:65])([CH3:62])([CH3:61])[CH3:60].CN(C(ON1N=NC2C=CC=NC1=2)=[N+](C)C)C.F[P-](F)(F)(F)(F)F. (7) Given the product [Cl:1][C:2]1[C:3]([C:10]([O:12][CH2:13][CH3:14])=[O:11])=[C:4]([CH3:9])[S:5][C:6]=1[C:7]([OH:15])=[O:8], predict the reactants needed to synthesize it. The reactants are: [Cl:1][C:2]1[C:3]([C:10]([O:12][CH2:13][CH3:14])=[O:11])=[C:4]([CH3:9])[S:5][C:6]=1[CH:7]=[O:8].[OH:15]OS([O-])=O.[K+].O. (8) The reactants are: [NH2:1][C:2]1[N:7]=[C:6]([C:8]2[N:12]([CH:13]3[CH2:16][N:15](C(OC(C)(C)C)=O)[CH2:14]3)[CH:11]=[N:10][C:9]=2[C:24]2[CH:29]=[CH:28][C:27]([F:30])=[CH:26][CH:25]=2)[CH:5]=[CH:4][N:3]=1.Cl. Given the product [NH:15]1[CH2:14][CH:13]([N:12]2[C:8]([C:6]3[CH:5]=[CH:4][N:3]=[C:2]([NH2:1])[N:7]=3)=[C:9]([C:24]3[CH:29]=[CH:28][C:27]([F:30])=[CH:26][CH:25]=3)[N:10]=[CH:11]2)[CH2:16]1, predict the reactants needed to synthesize it. (9) Given the product [NH:8]1[C:9]2[C:5](=[CH:4][CH:3]=[C:2]([C:19]3[CH:20]=[C:15]([CH:16]=[CH:17][CH:18]=3)[C:13]([O:12][CH3:11])=[O:14])[CH:10]=2)[CH:6]=[CH:7]1, predict the reactants needed to synthesize it. The reactants are: Br[C:2]1[CH:10]=[C:9]2[C:5]([CH:6]=[CH:7][NH:8]2)=[CH:4][CH:3]=1.[CH3:11][O:12][C:13]([C:15]1[CH:16]=[C:17](B(O)O)[CH:18]=[CH:19][CH:20]=1)=[O:14].COCCOC.